Dataset: HIV replication inhibition screening data with 41,000+ compounds from the AIDS Antiviral Screen. Task: Binary Classification. Given a drug SMILES string, predict its activity (active/inactive) in a high-throughput screening assay against a specified biological target. (1) The molecule is CCN(CC)C1=[S+][Co-4]23(Nc4ccc(N(CCCl)CCCl)cc4N2)([S+]=C(N(CC)CC)[SH+]3)[SH+]1.[O-][Cl+3]([O-])([O-])[O-]. The result is 0 (inactive). (2) The compound is CC(C)C(O)C(=O)C(Sc1ccccc1)C(C)C. The result is 0 (inactive). (3) The molecule is CCOC(=O)C(C)c1nc2cc(N3CCN(C)CC3)c(F)cc2nc1O. The result is 0 (inactive). (4) The molecule is Nc1ccc(C=Cc2ccc(N)cc2S(=O)(=O)O)c(S(=O)(=O)O)c1. The result is 0 (inactive). (5) The compound is CCOC(=O)C(C(=NNC(=O)OC)C(=O)Nc1cc(OC)ccc1OC)c1cnc2ccccc2n1. The result is 0 (inactive). (6) The molecule is COc1cc2c(c3oc(=O)cc(-c4ccccc4)c13)C(=O)C(C)C(C)O2. The result is 0 (inactive).